Regression/Classification. Given a drug SMILES string, predict its toxicity properties. Task type varies by dataset: regression for continuous values (e.g., LD50, hERG inhibition percentage) or binary classification for toxic/non-toxic outcomes (e.g., AMES mutagenicity, cardiotoxicity, hepatotoxicity). Dataset: ld50_zhu. From a dataset of Acute oral toxicity (LD50) regression data from Zhu et al.. (1) The drug is CCOC(=O)OC(=O)OCC. The rat oral LD50 is 2.28, given as -log10 of the dose in mol/kg body weight (higher means more acutely toxic). (2) The drug is Cn1ccc(=NC(=O)c2ccccc2O)n1-c1ccccc1. The rat oral LD50 is 2.42, given as -log10 of the dose in mol/kg body weight (higher means more acutely toxic). (3) The molecule is O=[N+]([O-])c1cc(I)c(O)c(I)c1. The rat oral LD50 is 3.36, given as -log10 of the dose in mol/kg body weight (higher means more acutely toxic). (4) The drug is CCCCOC(=O)COC(=O)c1ccccc1C(=O)OCCCC. The rat oral LD50 is 1.68, given as -log10 of the dose in mol/kg body weight (higher means more acutely toxic). (5) The molecule is Cc1c[nH]cn1. The rat oral LD50 is 2.04, given as -log10 of the dose in mol/kg body weight (higher means more acutely toxic). (6) The drug is CNC(=O)OC1C2(C)CCC(C2)C1(C)C. The rat oral LD50 is 2.63, given as -log10 of the dose in mol/kg body weight (higher means more acutely toxic).